This data is from Reaction yield outcomes from USPTO patents with 853,638 reactions. The task is: Predict the reaction yield, written as a fraction of the theoretical maximum amount of product (1.0 means a 100% yield; for example, 0.34 means a 34% yield). (1) The reactants are [C:1]([O:5][C:6](=[O:17])[NH:7][C@@H:8]1[CH2:13][CH2:12][C@H:11]([OH:14])[C:10]([CH3:16])([CH3:15])[CH2:9]1)([CH3:4])([CH3:3])[CH3:2].CC(OI1(OC(C)=O)(OC(C)=O)OC(=O)C2C=CC=CC1=2)=O. The catalyst is C(Cl)Cl. The product is [C:1]([O:5][C:6](=[O:17])[NH:7][C@@H:8]1[CH2:13][CH2:12][C:11](=[O:14])[C:10]([CH3:16])([CH3:15])[CH2:9]1)([CH3:4])([CH3:2])[CH3:3]. The yield is 0.650. (2) The reactants are [CH3:1][C:2]1[C:6]([C:7]2[CH:8]=[C:9]3[C:14](=[C:15]([O:17]COCC[Si](C)(C)C)[CH:16]=2)[N:13]=[CH:12][N:11](COCC[Si](C)(C)C)[C:10]3=[O:34])=[C:5]([CH3:35])[O:4][N:3]=1. The catalyst is O.C(O)=O. The product is [CH3:1][C:2]1[C:6]([C:7]2[CH:8]=[C:9]3[C:14](=[C:15]([OH:17])[CH:16]=2)[N:13]=[CH:12][NH:11][C:10]3=[O:34])=[C:5]([CH3:35])[O:4][N:3]=1. The yield is 0.170. (3) The reactants are Br[C:2]1[C:3]([N+:13]([O-:15])=[O:14])=[N:4][N:5]([CH:7]2[CH2:12][CH2:11][CH2:10][CH2:9][O:8]2)[CH:6]=1.[C:16]1(B2OC(C)(C)C(C)(C)O2)[CH2:21][CH2:20][CH2:19][CH2:18][CH:17]=1.C(=O)([O-])[O-].[K+].[K+]. The catalyst is C1C=CC(P(C2C=CC=CC=2)[C-]2C=CC=C2)=CC=1.C1C=CC(P(C2C=CC=CC=2)[C-]2C=CC=C2)=CC=1.Cl[Pd]Cl.[Fe+2].CN(C=O)C. The product is [C:16]1([C:2]2[C:3]([N+:13]([O-:15])=[O:14])=[N:4][N:5]([CH:7]3[CH2:12][CH2:11][CH2:10][CH2:9][O:8]3)[CH:6]=2)[CH2:21][CH2:20][CH2:19][CH2:18][CH:17]=1. The yield is 0.790. (4) The reactants are [F:1][C:2]1[CH:27]=[CH:26][C:5]([CH2:6][N:7]2[C:16](=[O:17])[C:15]3[C:10](=[CH:11][CH:12]=[C:13]([C:18]#[C:19][Si](C)(C)C)[CH:14]=3)[N:9]([CH3:24])[C:8]2=[O:25])=[CH:4][CH:3]=1.[OH-].[Na+]. The catalyst is CO. The product is [F:1][C:2]1[CH:27]=[CH:26][C:5]([CH2:6][N:7]2[C:16](=[O:17])[C:15]3[C:10](=[CH:11][CH:12]=[C:13]([C:18]#[CH:19])[CH:14]=3)[N:9]([CH3:24])[C:8]2=[O:25])=[CH:4][CH:3]=1. The yield is 1.00. (5) The reactants are OC(C(F)(F)F)=O.[F:8][C:9]1[CH:26]=[CH:25][C:12]([CH2:13][C:14]2[C:23]3[C:18](=[CH:19][CH:20]=[CH:21][CH:22]=3)[C:17](=[O:24])[NH:16][N:15]=2)=[CH:11][C:10]=1[C:27]([N:29]1[CH2:34][CH2:33][NH:32][CH2:31][CH2:30]1)=[O:28].[O:35]=[C:36]([CH3:40])[C:37](O)=[O:38].CCN(C(C)C)C(C)C.CN(C(ON1N=NC2C=CC=NC1=2)=[N+](C)C)C.F[P-](F)(F)(F)(F)F. The catalyst is CN(C=O)C. The product is [F:8][C:9]1[CH:26]=[CH:25][C:12]([CH2:13][C:14]2[C:23]3[C:18](=[CH:19][CH:20]=[CH:21][CH:22]=3)[C:17](=[O:24])[NH:16][N:15]=2)=[CH:11][C:10]=1[C:27]([N:29]1[CH2:34][CH2:33][N:32]([C:37](=[O:38])[C:36](=[O:35])[CH3:40])[CH2:31][CH2:30]1)=[O:28]. The yield is 0.135.